This data is from Peptide-MHC class I binding affinity with 185,985 pairs from IEDB/IMGT. The task is: Regression. Given a peptide amino acid sequence and an MHC pseudo amino acid sequence, predict their binding affinity value. This is MHC class I binding data. The peptide sequence is KLADMSIYC. The MHC is HLA-B27:05 with pseudo-sequence HLA-B27:05. The binding affinity (normalized) is 0.0847.